Dataset: Forward reaction prediction with 1.9M reactions from USPTO patents (1976-2016). Task: Predict the product of the given reaction. (1) Given the reactants [Si]([O:5][S:6]([C:9]([F:12])([F:11])[F:10])(=[O:8])=[O:7])(C)(C)C.[Br-].[Li+:14].CC([N-]C(C)C)C.C1COCC1, predict the reaction product. The product is: [O:5]([S:6]([C:9]([F:12])([F:11])[F:10])(=[O:8])=[O:7])[Li:14]. (2) Given the reactants [Br:1][C:2]1[S:3][C:4]([C:7]([OH:9])=O)=[CH:5][N:6]=1.C(N(CC)C(C)C)(C)C.F[P-](F)(F)(F)(F)F.N1(O[P+](N(C)C)(N(C)C)N(C)C)C2C=CC=CC=2N=N1.[NH2:46][CH2:47][C:48]1[C:57](=[O:58])[C:56]2[C:51](=[CH:52][C:53]([Cl:59])=[CH:54][CH:55]=2)[N:50]([C:60]2[CH:65]=[CH:64][CH:63]=[CH:62][CH:61]=2)[CH:49]=1, predict the reaction product. The product is: [Cl:59][C:53]1[CH:52]=[C:51]2[C:56]([C:57](=[O:58])[C:48]([CH2:47][NH:46][C:7]([C:4]3[S:3][C:2]([Br:1])=[N:6][CH:5]=3)=[O:9])=[CH:49][N:50]2[C:60]2[CH:65]=[CH:64][CH:63]=[CH:62][CH:61]=2)=[CH:55][CH:54]=1. (3) Given the reactants [CH:1]1[C:10]2[CH2:9][CH2:8][CH2:7]/[C:6](=[N:11]/O)/[C:5]=2[CH:4]=[CH:3][N:2]=1, predict the reaction product. The product is: [CH:1]1[C:10]2[CH2:9][CH2:8][CH2:7][CH:6]([NH2:11])[C:5]=2[CH:4]=[CH:3][N:2]=1. (4) The product is: [S:1]1[C:5]2[CH:6]=[CH:7][CH:8]=[CH:9][C:4]=2[N:3]=[C:2]1[N:10]1[C:15](=[O:14])[CH:16]=[C:17]([C:19]2[CH:24]=[CH:23][CH:22]=[C:21]([C:25]([CH3:28])([CH3:27])[CH3:26])[CH:20]=2)[NH:11]1. Given the reactants [S:1]1[C:5]2[CH:6]=[CH:7][CH:8]=[CH:9][C:4]=2[N:3]=[C:2]1[NH:10][NH2:11].C([O:14][C:15](=O)[CH2:16][C:17]([C:19]1[CH:24]=[CH:23][CH:22]=[C:21]([C:25]([CH3:28])([CH3:27])[CH3:26])[CH:20]=1)=O)C, predict the reaction product. (5) Given the reactants [F:1][C:2]1[CH:3]=[C:4]([C:9]2[C:13]([CH:14]=[C:15]3[S:19][C:18](=[O:20])[NH:17][C:16]3=[O:21])=[CH:12][N:11]([C:22]3[CH:27]=[CH:26][CH:25]=[CH:24][CH:23]=3)[N:10]=2)[CH:5]=[C:6]([F:8])[CH:7]=1.[C:28](=O)([O-])[O-].[Na+].[Na+].IC.O, predict the reaction product. The product is: [F:8][C:6]1[CH:5]=[C:4]([C:9]2[C:13]([CH:14]=[C:15]3[S:19][C:18](=[O:20])[N:17]([CH3:28])[C:16]3=[O:21])=[CH:12][N:11]([C:22]3[CH:23]=[CH:24][CH:25]=[CH:26][CH:27]=3)[N:10]=2)[CH:3]=[C:2]([F:1])[CH:7]=1. (6) Given the reactants [F:1][C:2]1[CH:7]=[CH:6][C:5]([CH:8]2[O:25][C:12]3([CH2:17][CH2:16][N:15]([C:18]([O:20][C:21]([CH3:24])([CH3:23])[CH3:22])=[O:19])[CH2:14][CH2:13]3)[CH2:11][C:10](=[O:26])[CH2:9]2)=[CH:4][CH:3]=1.[Cl-].[Cl-].[Cl-].[Ce+3].[BH4-].[Na+].[Cl-].[NH4+], predict the reaction product. The product is: [F:1][C:2]1[CH:7]=[CH:6][C:5]([C@@H:8]2[O:25][C:12]3([CH2:13][CH2:14][N:15]([C:18]([O:20][C:21]([CH3:22])([CH3:23])[CH3:24])=[O:19])[CH2:16][CH2:17]3)[CH2:11][C@@H:10]([OH:26])[CH2:9]2)=[CH:4][CH:3]=1. (7) Given the reactants [CH2:1]([O:5][C:6]1[CH:7]=[C:8]2[C:13](=[CH:14][C:15]=1[O:16][CH3:17])[C:12]([CH2:18][C:19]1[CH:24]=[CH:23][CH:22]=[C:21]([O:25][CH3:26])[CH:20]=1)=[N:11][CH:10]=[C:9]2[CH:27]=[O:28])[CH2:2][CH2:3][CH3:4].[Se](=O)=[O:30].C(OCC)(=O)C.CCCCCC, predict the reaction product. The product is: [CH2:1]([O:5][C:6]1[CH:7]=[C:8]2[C:13](=[CH:14][C:15]=1[O:16][CH3:17])[C:12]([C:18](=[O:30])[C:19]1[CH:24]=[CH:23][CH:22]=[C:21]([O:25][CH3:26])[CH:20]=1)=[N:11][CH:10]=[C:9]2[CH:27]=[O:28])[CH2:2][CH2:3][CH3:4]. (8) Given the reactants [N:1]1[C:6]2[S:7][C:8]3[CH2:13][NH:12][CH2:11][CH2:10][C:9]=3[C:5]=2[CH:4]=[N:3][CH:2]=1.Cl[CH2:15][C:16]([N:18]1[CH2:23][CH2:22][N:21]([CH:24]2[CH2:27][CH2:26][CH2:25]2)[CH2:20][CH2:19]1)=[O:17].C([O-])([O-])=O.[K+].[K+].[Na+].[I-], predict the reaction product. The product is: [CH:24]1([N:21]2[CH2:22][CH2:23][N:18]([C:16](=[O:17])[CH2:15][N:12]3[CH2:11][CH2:10][C:9]4[C:5]5[CH:4]=[N:3][CH:2]=[N:1][C:6]=5[S:7][C:8]=4[CH2:13]3)[CH2:19][CH2:20]2)[CH2:27][CH2:26][CH2:25]1.